This data is from Peptide-MHC class I binding affinity with 185,985 pairs from IEDB/IMGT. The task is: Regression. Given a peptide amino acid sequence and an MHC pseudo amino acid sequence, predict their binding affinity value. This is MHC class I binding data. The peptide sequence is GQMPRQTGGFF. The MHC is HLA-B27:05 with pseudo-sequence HLA-B27:05. The binding affinity (normalized) is 0.318.